Dataset: NCI-60 drug combinations with 297,098 pairs across 59 cell lines. Task: Regression. Given two drug SMILES strings and cell line genomic features, predict the synergy score measuring deviation from expected non-interaction effect. (1) Drug 1: C1=CN(C(=O)N=C1N)C2C(C(C(O2)CO)O)O.Cl. Drug 2: CC1=C(C(=CC=C1)Cl)NC(=O)C2=CN=C(S2)NC3=CC(=NC(=N3)C)N4CCN(CC4)CCO. Cell line: HS 578T. Synergy scores: CSS=24.0, Synergy_ZIP=-7.36, Synergy_Bliss=1.00, Synergy_Loewe=1.01, Synergy_HSA=1.23. (2) Drug 1: C1=CC(=CC=C1CCC2=CNC3=C2C(=O)NC(=N3)N)C(=O)NC(CCC(=O)O)C(=O)O. Drug 2: COCCOC1=C(C=C2C(=C1)C(=NC=N2)NC3=CC=CC(=C3)C#C)OCCOC.Cl. Cell line: HCT116. Synergy scores: CSS=47.2, Synergy_ZIP=2.23, Synergy_Bliss=0.478, Synergy_Loewe=-2.17, Synergy_HSA=0.720. (3) Drug 1: CS(=O)(=O)CCNCC1=CC=C(O1)C2=CC3=C(C=C2)N=CN=C3NC4=CC(=C(C=C4)OCC5=CC(=CC=C5)F)Cl. Drug 2: CS(=O)(=O)OCCCCOS(=O)(=O)C. Cell line: CAKI-1. Synergy scores: CSS=15.4, Synergy_ZIP=-1.99, Synergy_Bliss=1.62, Synergy_Loewe=-10.5, Synergy_HSA=-0.425. (4) Drug 1: C1CN1P(=S)(N2CC2)N3CC3. Drug 2: CC12CCC3C(C1CCC2OP(=O)(O)O)CCC4=C3C=CC(=C4)OC(=O)N(CCCl)CCCl.[Na+]. Cell line: SNB-19. Synergy scores: CSS=20.7, Synergy_ZIP=0.782, Synergy_Bliss=6.18, Synergy_Loewe=3.29, Synergy_HSA=4.38. (5) Drug 2: C1C(C(OC1N2C=NC(=NC2=O)N)CO)O. Synergy scores: CSS=42.0, Synergy_ZIP=1.38, Synergy_Bliss=3.30, Synergy_Loewe=-13.1, Synergy_HSA=4.03. Cell line: IGROV1. Drug 1: C1=CC(=C2C(=C1NCCNCCO)C(=O)C3=C(C=CC(=C3C2=O)O)O)NCCNCCO.